Dataset: Catalyst prediction with 721,799 reactions and 888 catalyst types from USPTO. Task: Predict which catalyst facilitates the given reaction. (1) Reactant: Cl.CN(C)CCCN=C=NCC.[Cl:13][C:14]1[CH:31]=[C:30]([F:32])[C:29]([N:33]2[C:38](=[O:39])[CH:37]=[C:36]([C:40]([F:43])([F:42])[F:41])[N:35]([CH3:44])[C:34]2=[O:45])=[CH:28][C:15]=1[O:16][C:17]1[C:18]([O:23][CH2:24][C:25]([OH:27])=[O:26])=[N:19][CH:20]=[CH:21][CH:22]=1.[C:46]([O:50][CH3:51])(=[O:49])[CH2:47]O.CN(C)C=O. Product: [Cl:13][C:14]1[CH:31]=[C:30]([F:32])[C:29]([N:33]2[C:38](=[O:39])[CH:37]=[C:36]([C:40]([F:43])([F:42])[F:41])[N:35]([CH3:44])[C:34]2=[O:45])=[CH:28][C:15]=1[O:16][C:17]1[C:18]([O:23][CH2:24][C:25]([O:27][CH2:47][C:46]([O:50][CH3:51])=[O:49])=[O:26])=[N:19][CH:20]=[CH:21][CH:22]=1. The catalyst class is: 6. (2) Reactant: C([N-]C(C)C)(C)C.[Li+].Cl.[CH2:10]1[CH2:15][CH2:14][CH2:13][CH2:12][CH2:11]1.[CH2:16]([C:18]1[CH:23]=[CH:22][CH:21]=[CH:20][CH:19]=1)C.C1C[O:27]CC1. Product: [C:10]1([CH:16]([C:18]2[CH:23]=[CH:22][CH:21]=[CH:20][CH:19]=2)[OH:27])[CH:15]=[CH:14][CH:13]=[CH:12][CH:11]=1. The catalyst class is: 1.